From a dataset of Catalyst prediction with 721,799 reactions and 888 catalyst types from USPTO. Predict which catalyst facilitates the given reaction. (1) Reactant: [Na].F[C:3]1[CH:4]=[C:5]([CH:9]=[C:10]([F:12])[CH:11]=1)[C:6]([OH:8])=[O:7].Cl.[CH3:14][CH2:15][OH:16]. Product: [CH2:15]([O:16][C:3]1[CH:4]=[C:5]([CH:9]=[C:10]([F:12])[CH:11]=1)[C:6]([OH:8])=[O:7])[CH3:14]. The catalyst class is: 16. (2) Reactant: [I:1][C:2]1[CH:11]=[CH:10][C:9]2[NH:8][C:7](=[O:12])[C:6]3=[C:13]([CH3:22])[N:14]([CH:16]4[CH2:21][CH2:20][CH2:19][CH2:18][O:17]4)[N:15]=[C:5]3[C:4]=2[CH:3]=1.C([O-])([O-])=O.[Cs+].[Cs+].[CH2:29](I)[CH3:30]. Product: [CH2:29]([N:8]1[C:9]2[CH:10]=[CH:11][C:2]([I:1])=[CH:3][C:4]=2[C:5]2=[N:15][N:14]([CH:16]3[CH2:21][CH2:20][CH2:19][CH2:18][O:17]3)[C:13]([CH3:22])=[C:6]2[C:7]1=[O:12])[CH3:30]. The catalyst class is: 3. (3) Reactant: [C:1]([O:5][C:6]([N:8]1[C@H:17]([C:18](O)=[O:19])[CH2:16][C:15]2[CH:14]=[C:13]3[O:21][CH2:22][C@H:23]([C:25]4[CH:30]=[CH:29][C:28]([O:31][CH2:32][CH:33]5[CH2:38][CH2:37][CH2:36][CH2:35][CH2:34]5)=[CH:27][CH:26]=4)[O:24][C:12]3=[CH:11][C:10]=2[CH2:9]1)=[O:7])([CH3:4])([CH3:3])[CH3:2].CCN=C=NCCCN(C)C.Cl.C1C=CC2N(O)N=NC=2C=1.Cl.Cl.[CH3:63][O:64][C:65](=[O:83])[C@@H:66]([NH2:82])[CH2:67][C:68]1[CH:73]=[CH:72][C:71]([C:74]2[CH:79]=[CH:78][N:77]=[C:76]([CH3:80])[C:75]=2[CH3:81])=[CH:70][CH:69]=1.CN1CCOCC1. Product: [C:1]([O:5][C:6]([N:8]1[C@H:17]([C:18](=[O:19])[NH:82][C@H:66]([C:65]([O:64][CH3:63])=[O:83])[CH2:67][C:68]2[CH:69]=[CH:70][C:71]([C:74]3[CH:79]=[CH:78][N:77]=[C:76]([CH3:80])[C:75]=3[CH3:81])=[CH:72][CH:73]=2)[CH2:16][C:15]2[CH:14]=[C:13]3[O:21][CH2:22][C@H:23]([C:25]4[CH:30]=[CH:29][C:28]([O:31][CH2:32][CH:33]5[CH2:38][CH2:37][CH2:36][CH2:35][CH2:34]5)=[CH:27][CH:26]=4)[O:24][C:12]3=[CH:11][C:10]=2[CH2:9]1)=[O:7])([CH3:4])([CH3:2])[CH3:3]. The catalyst class is: 2. (4) Reactant: [Cl-].[Al+3].[Cl-].[Cl-].[C:5](OC(=O)C)(=[O:7])[CH3:6].[CH2:12]([O:14][C:15]([C:17]1[NH:18][C:19]2[C:24]([CH:25]=1)=[CH:23][CH:22]=[CH:21][CH:20]=2)=[O:16])[CH3:13]. Product: [CH2:12]([O:14][C:15]([C:17]1[NH:18][C:19]2[C:24]([C:25]=1[C:5](=[O:7])[CH3:6])=[CH:23][CH:22]=[CH:21][CH:20]=2)=[O:16])[CH3:13].[CH2:12]([O:14][C:15]([C:17]1[NH:18][C:19]2[C:24]([CH:25]=1)=[CH:23][C:22]([C:5](=[O:7])[CH3:6])=[CH:21][CH:20]=2)=[O:16])[CH3:13]. The catalyst class is: 68. (5) Reactant: O1CCOC1[C:6]1[C:15]([CH:16]([C:18]2[CH:22]=[CH:21][S:20][CH:19]=2)[OH:17])=[CH:14][C:13]2[C:12]([CH3:24])([CH3:23])[CH2:11][CH2:10][C:9]([CH3:26])([CH3:25])[C:8]=2[CH:7]=1.BrC1C(C2OCCO2)=CC2C(C)(C)CCC(C)(C)C=2C=1.S1C=CC(C=O)=C1.O1CCOC1C1C(C(C2SC=CC=2)O)=CC2C(C)(C)CCC(C)(C)C=2C=1. Product: [S:20]1[CH:21]=[CH:22][C:18]([C:16](=[O:17])[C:15]2[CH:6]=[CH:7][C:8]3[C:9]([CH3:26])([CH3:25])[CH2:10][CH2:11][C:12]([CH3:23])([CH3:24])[C:13]=3[CH:14]=2)=[CH:19]1. The catalyst class is: 4.